From a dataset of Full USPTO retrosynthesis dataset with 1.9M reactions from patents (1976-2016). Predict the reactants needed to synthesize the given product. (1) Given the product [C:1]1([C:7]2([C:22]3[CH:23]=[CH:24][C:25]([CH2:28][Br:36])=[CH:26][CH:27]=3)[C:8]3[CH:9]=[C:10]([Br:21])[CH:11]=[CH:12][C:13]=3[C:14]3[C:19]2=[CH:18][C:17]([Br:20])=[CH:16][CH:15]=3)[CH:6]=[CH:5][CH:4]=[CH:3][CH:2]=1, predict the reactants needed to synthesize it. The reactants are: [C:1]1([C:7]2([C:22]3[CH:27]=[CH:26][C:25]([CH3:28])=[CH:24][CH:23]=3)[C:19]3[CH:18]=[C:17]([Br:20])[CH:16]=[CH:15][C:14]=3[C:13]3[C:8]2=[CH:9][C:10]([Br:21])=[CH:11][CH:12]=3)[CH:6]=[CH:5][CH:4]=[CH:3][CH:2]=1.C1C(=O)N([Br:36])C(=O)C1. (2) Given the product [N:4]1([CH2:3][C:13]([CH2:12][CH2:11][C:10]([F:9])([F:18])[F:19])([C:14]#[N:15])[C:16]#[N:17])[CH:8]=[CH:7][CH:6]=[N:5]1, predict the reactants needed to synthesize it. The reactants are: Cl.Cl[CH2:3][N:4]1[CH:8]=[CH:7][CH:6]=[N:5]1.[F:9][C:10]([F:19])([F:18])[CH2:11][CH2:12][CH:13]([C:16]#[N:17])[C:14]#[N:15].C(=O)([O-])[O-].[K+].[K+].O.